From a dataset of Full USPTO retrosynthesis dataset with 1.9M reactions from patents (1976-2016). Predict the reactants needed to synthesize the given product. (1) The reactants are: [CH3:1][C:2]1[C:10]2[C:5](=[CH:6][CH:7]=[CH:8][CH:9]=2)[NH:4][C:3]=1[C:11]([O:13][CH2:14][CH3:15])=[O:12].C(=O)([O-])[O-].[K+].[K+].[Cl:22][C:23]1[CH:30]=[CH:29][C:26]([CH2:27]Cl)=[CH:25][CH:24]=1.C(OCC)C. Given the product [Cl:22][C:23]1[CH:30]=[CH:29][C:26]([CH2:27][N:4]2[C:5]3[C:10](=[CH:9][CH:8]=[CH:7][CH:6]=3)[C:2]([CH3:1])=[C:3]2[C:11]([O:13][CH2:14][CH3:15])=[O:12])=[CH:25][CH:24]=1, predict the reactants needed to synthesize it. (2) Given the product [F:9][C:4]1[CH:3]=[C:2]([C:11]2([OH:10])[CH2:16][CH2:17][O:18][CH2:19][CH2:15]2)[CH:7]=[C:6]([F:8])[CH:5]=1, predict the reactants needed to synthesize it. The reactants are: Br[C:2]1[CH:7]=[C:6]([F:8])[CH:5]=[C:4]([F:9])[CH:3]=1.[O:10]1CC(=O)[CH2:11]1.[CH2:15]1[CH2:19][O:18][CH2:17][CH2:16]1. (3) Given the product [C:6]([O:10][C:11]([NH:12]/[N:13]=[CH:4]/[C:3]([CH3:5])=[CH2:2])=[O:14])([CH3:9])([CH3:8])[CH3:7], predict the reactants needed to synthesize it. The reactants are: O=[CH:2][C:3](=[CH2:5])[CH3:4].[C:6]([O:10][C:11](=[O:14])[NH:12][NH2:13])([CH3:9])([CH3:8])[CH3:7]. (4) Given the product [CH3:7][N:8]1[CH2:13][CH2:12][N:11]([C:14]([O:16][C@@H:17]2[N:26]([C:27]3[CH:28]=[CH:29][C:30]([Cl:33])=[CH:31][N:32]=3)[C:24](=[O:25])[C:19]3[N:20]=[CH:21][CH:22]=[N:23][C:18]2=3)=[O:15])[CH2:10][CH2:9]1, predict the reactants needed to synthesize it. The reactants are: C(=O)([O-])[O-].[K+].[K+].[CH3:7][N:8]1[CH2:13][CH2:12][N:11]([C:14]([O:16][C@@H:17]2[N:26]([C:27]3[CH:28]=[CH:29][C:30]([Cl:33])=[CH:31][N:32]=3)[C:24](=[O:25])[C:19]3[N:20]=[CH:21][CH:22]=[N:23][C:18]2=3)=[O:15])[CH2:10][CH2:9]1.C(N[C@@H](C([O-])=O)CC([O-])=O)(=O)C. (5) The reactants are: [CH3:1][O:2][C:3]([C:5]1[C:9]([C:10]2[CH:15]=[CH:14][C:13]([F:16])=[CH:12][CH:11]=2)=[N:8][NH:7][N:6]=1)=[O:4].[H-].[Na+].O.[CH2:20]1COCC1. Given the product [CH3:1][O:2][C:3]([C:5]1[NH:6][NH:7][N:8]([CH3:20])[C:9]=1[C:10]1[CH:15]=[CH:14][C:13]([F:16])=[CH:12][CH:11]=1)=[O:4], predict the reactants needed to synthesize it. (6) Given the product [F:1][C:2]1[CH:3]=[CH:4][C:5]([CH2:6][N:7]2[C:11](=[O:12])[N:10]([C:13]3[NH:14][N:15]=[C:16]([C:18]([NH:20][CH2:21][C:22]4[CH:23]=[N:24][CH:25]=[CH:26][CH:27]=4)=[O:19])[CH:17]=3)[CH:9]=[N:8]2)=[CH:37][CH:38]=1, predict the reactants needed to synthesize it. The reactants are: [F:1][C:2]1[CH:38]=[CH:37][C:5]([CH2:6][N:7]2[C:11](=[O:12])[N:10]([C:13]3[CH:17]=[C:16]([C:18]([NH:20][CH2:21][C:22]4[CH:23]=[N:24][CH:25]=[CH:26][CH:27]=4)=[O:19])[N:15](CC4C=CC(OC)=CC=4)[N:14]=3)[CH:9]=[N:8]2)=[CH:4][CH:3]=1.FC(F)(F)C(O)=O.FC(F)(F)S(O)(=O)=O.